This data is from Aqueous solubility values for 9,982 compounds from the AqSolDB database. The task is: Regression/Classification. Given a drug SMILES string, predict its absorption, distribution, metabolism, or excretion properties. Task type varies by dataset: regression for continuous measurements (e.g., permeability, clearance, half-life) or binary classification for categorical outcomes (e.g., BBB penetration, CYP inhibition). For this dataset (solubility_aqsoldb), we predict Y. (1) The drug is CCCCCCN. The Y is -1.10 log mol/L. (2) The molecule is CN(C)CCC=C1c2ccccc2COc2ccccc21. The Y is -3.40 log mol/L. (3) The drug is CC(=O)Oc1ccc(NC(N)=O)cc1. The Y is -2.49 log mol/L.